This data is from Peptide-MHC class I binding affinity with 185,985 pairs from IEDB/IMGT. The task is: Regression. Given a peptide amino acid sequence and an MHC pseudo amino acid sequence, predict their binding affinity value. This is MHC class I binding data. (1) The peptide sequence is VFKVKLHEI. The MHC is HLA-B27:05 with pseudo-sequence HLA-B27:05. The binding affinity (normalized) is 0.0847. (2) The MHC is Mamu-B08 with pseudo-sequence Mamu-B08. The binding affinity (normalized) is 0. The peptide sequence is YLPLSVFII. (3) The peptide sequence is MFSPIVPFW. The MHC is HLA-A30:02 with pseudo-sequence HLA-A30:02. The binding affinity (normalized) is 0.0462. (4) The peptide sequence is LSDAIFDDL. The MHC is HLA-A29:02 with pseudo-sequence HLA-A29:02. The binding affinity (normalized) is 0.0847.